From a dataset of TCR-epitope binding with 47,182 pairs between 192 epitopes and 23,139 TCRs. Binary Classification. Given a T-cell receptor sequence (or CDR3 region) and an epitope sequence, predict whether binding occurs between them. (1) The epitope is RQLLFVVEV. The TCR CDR3 sequence is CASSLYGIEQYF. Result: 1 (the TCR binds to the epitope). (2) The epitope is IPIQASLPF. The TCR CDR3 sequence is CASTPKWVAVNSGNTIYF. Result: 0 (the TCR does not bind to the epitope).